This data is from Full USPTO retrosynthesis dataset with 1.9M reactions from patents (1976-2016). The task is: Predict the reactants needed to synthesize the given product. (1) Given the product [F:1][C:2]1[CH:3]=[CH:4][C:5]([CH2:8][CH2:9][N:10]2[CH2:15][CH2:14][N:13]([C:16]3[CH:21]=[CH:20][C:19]4[C:22]5[CH2:23][NH:24][CH2:25][CH2:26][C:27]=5[O:28][C:18]=4[CH:17]=3)[C:12](=[O:36])[CH2:11]2)=[N:6][CH:7]=1, predict the reactants needed to synthesize it. The reactants are: [F:1][C:2]1[CH:3]=[CH:4][C:5]([CH2:8][CH2:9][N:10]2[CH2:15][CH2:14][N:13]([C:16]3[CH:21]=[CH:20][C:19]4[C:22]5[CH2:23][N:24](C(OC(C)(C)C)=O)[CH2:25][CH2:26][C:27]=5[O:28][C:18]=4[CH:17]=3)[C:12](=[O:36])[CH2:11]2)=[N:6][CH:7]=1.Cl. (2) Given the product [F:1][C:2]([F:12])([F:11])[C:3]1[CH:4]=[C:5]([CH:8]=[CH:9][CH:10]=1)[CH:6]=[O:16], predict the reactants needed to synthesize it. The reactants are: [F:1][C:2]([F:12])([F:11])[C:3]1[CH:4]=[C:5]([CH:8]=[CH:9][CH:10]=1)[C:6]#N.[H][H].C(O)=[O:16]. (3) The reactants are: [F:1][C:2]1[CH:3]=[C:4]2[C:9](=[CH:10][CH:11]=1)[N:8]=[CH:7][C:6](C(O)=O)=[CH:5]2.C1(P(N=[N+]=[N-])(C2C=CC=CC=2)=[O:22])C=CC=CC=1.C([N:35]([CH:38](C)C)CC)(C)C.[C:41]([OH:45])([CH3:44])([CH3:43])[CH3:42]. Given the product [C:41]([O:45][C:38](=[O:22])[NH:35][C:6]1[CH:7]=[N:8][C:9]2[C:4]([CH:5]=1)=[CH:3][C:2]([F:1])=[CH:11][CH:10]=2)([CH3:44])([CH3:43])[CH3:42], predict the reactants needed to synthesize it. (4) Given the product [Cl:24][C:19]1[CH:18]=[C:17]([C:16]2[S:4][C:3]([S:2][CH3:1])=[C:5]3[C:10](=[O:11])[CH2:9][C:8]([CH3:13])([CH3:12])[CH2:7][C:6]=23)[CH:22]=[CH:21][C:20]=1[Cl:23], predict the reactants needed to synthesize it. The reactants are: [CH3:1][S:2][C:3]([CH:5]1[C:10](=[O:11])[CH2:9][C:8]([CH3:13])([CH3:12])[CH2:7][C:6]1=O)=[S:4].Br[CH2:16][C:17]1[CH:22]=[CH:21][C:20]([Cl:23])=[C:19]([Cl:24])[CH:18]=1.C([O-])([O-])=O.[K+].[K+].CC(C)=O. (5) Given the product [OH:25][C:20]12[CH2:24][CH:16]3[CH2:17][CH:18]([CH2:23][CH:22]([CH:15]3[NH:14][C:12]([C:5]3[C:6]([O:8][CH:9]([CH3:11])[CH3:10])=[N:7][C:2]([NH:42][C@@H:39]4[CH2:40][CH2:41][O:37][CH2:38]4)=[N:3][CH:4]=3)=[O:13])[CH2:21]1)[CH2:19]2, predict the reactants needed to synthesize it. The reactants are: Cl[C:2]1[N:7]=[C:6]([O:8][CH:9]([CH3:11])[CH3:10])[C:5]([C:12]([NH:14][CH:15]2[CH:22]3[CH2:23][CH:18]4[CH2:19][C:20]([OH:25])([CH2:24][CH:16]2[CH2:17]4)[CH2:21]3)=[O:13])=[CH:4][N:3]=1.CC1C=CC(S(O)(=O)=O)=CC=1.[O:37]1[CH2:41][CH2:40][C@@H:39]([NH2:42])[CH2:38]1. (6) Given the product [Cl:19][CH2:1][C:3]1[CH:4]=[C:5]([C:11]2[CH:16]=[CH:15][N:14]=[C:13]([C:17]#[N:18])[CH:12]=2)[C:6]([O:9][CH3:10])=[N:7][CH:8]=1, predict the reactants needed to synthesize it. The reactants are: [CH:1]([C:3]1[CH:4]=[C:5]([C:11]2[CH:16]=[CH:15][N:14]=[C:13]([C:17]#[N:18])[CH:12]=2)[C:6]([O:9][CH3:10])=[N:7][CH:8]=1)=O.[Cl:19]C1C=C(C2C(OC)=NC=C(C=O)C=2)C=CN=1.C([Zn]C#N)#N. (7) The reactants are: [F:1][C:2]1[CH:3]=[C:4]([CH2:16][OH:17])[CH:5]=[CH:6][C:7]=1[O:8][C:9]1[CH:14]=[CH:13][C:12]([F:15])=[CH:11][CH:10]=1.Cl[C:19]1[CH:35]=[C:23]2[N:24](C(OC(C)(C)C)=O)[CH2:25][CH2:26][CH2:27][N:22]2[C:21](=[O:36])[N:20]=1. Given the product [F:1][C:2]1[CH:3]=[C:4]([CH:5]=[CH:6][C:7]=1[O:8][C:9]1[CH:14]=[CH:13][C:12]([F:15])=[CH:11][CH:10]=1)[CH2:16][O:17][C:19]1[CH:35]=[C:23]2[NH:24][CH2:25][CH2:26][CH2:27][N:22]2[C:21](=[O:36])[N:20]=1, predict the reactants needed to synthesize it. (8) Given the product [NH2:25][CH:14]1[CH2:15][CH2:16][CH:17]([C:19]2[CH:20]=[CH:21][CH:22]=[CH:23][CH:24]=2)[CH2:18][N:12]([CH2:11][CH2:10][O:9][CH3:8])[C:13]1=[O:33], predict the reactants needed to synthesize it. The reactants are: FC(F)(F)C(O)=O.[CH3:8][O:9][CH2:10][CH2:11][N:12]1[CH2:18][C@H:17]([C:19]2[CH:24]=[CH:23][CH:22]=[CH:21][CH:20]=2)[CH2:16][CH2:15][C@@H:14]([NH:25]C(=O)OC(C)(C)C)[C:13]1=[O:33]. (9) The reactants are: Br[C:2]1[N:7]=[CH:6][C:5]([CH:8]=[O:9])=[CH:4][CH:3]=1.C(NC(C)C)(C)C.[CH2:17]([O:24][C:25]1[N:26]=[N:27][C:28]([C:31]#[CH:32])=[CH:29][CH:30]=1)[C:18]1[CH:23]=[CH:22][CH:21]=[CH:20][CH:19]=1. Given the product [CH2:17]([O:24][C:25]1[N:26]=[N:27][C:28]([C:31]#[C:32][C:2]2[N:7]=[CH:6][C:5]([CH:8]=[O:9])=[CH:4][CH:3]=2)=[CH:29][CH:30]=1)[C:18]1[CH:19]=[CH:20][CH:21]=[CH:22][CH:23]=1, predict the reactants needed to synthesize it. (10) Given the product [C:16]1([C:23]2[CH:24]=[CH:25][CH:26]=[CH:27][CH:28]=2)[CH:21]=[CH:20][CH:19]=[CH:18][C:17]=1[O:22][C:7]1[CH:6]=[N:5][N:4]([CH:32]([CH2:33][CH:34]2[CH2:38][CH2:37][CH2:36][CH2:35]2)[C:31]([OH:30])=[O:40])[C:3](=[O:15])[CH:2]=1, predict the reactants needed to synthesize it. The reactants are: Cl[C:2]1[C:3](=[O:15])[N:4](C2CCCCO2)[N:5]=[CH:6][C:7]=1Cl.[C:16]1([C:23]2[CH:28]=[CH:27][CH:26]=[CH:25][CH:24]=2)[C:17]([OH:22])=[CH:18][CH:19]=[CH:20][CH:21]=1.C[O:30][C:31](=[O:40])[CH:32](Br)[CH2:33][CH:34]1[CH2:38][CH2:37][CH2:36][CH2:35]1.